Dataset: Forward reaction prediction with 1.9M reactions from USPTO patents (1976-2016). Task: Predict the product of the given reaction. Given the reactants Cl.Cl.COC1C=CC(N2CCNCC2)=CC=1.BrCCC1C=CC=CC=1.[CH3:26][O:27][C:28]1[CH:29]=[CH:30][C:31]([N:36]2[CH2:41][CH2:40][NH:39][CH2:38][CH2:37]2)=[C:32]([CH:35]=1)[C:33]#[N:34].CS(O[CH2:47][CH2:48][CH2:49][CH:50]1[CH2:55][CH2:54][CH2:53][CH2:52][CH2:51]1)(=O)=O, predict the reaction product. The product is: [CH:50]1([CH2:49][CH2:48][CH2:47][N:39]2[CH2:40][CH2:41][N:36]([C:31]3[CH:30]=[CH:29][C:28]([O:27][CH3:26])=[CH:35][C:32]=3[C:33]#[N:34])[CH2:37][CH2:38]2)[CH2:55][CH2:54][CH2:53][CH2:52][CH2:51]1.